This data is from Reaction yield outcomes from USPTO patents with 853,638 reactions. The task is: Predict the reaction yield, written as a fraction of the theoretical maximum amount of product (1.0 means a 100% yield; for example, 0.34 means a 34% yield). (1) The reactants are [Cl:1][C:2]1[CH:10]=[C:9]2[C:5](/[C:6](=[CH:12]/[CH:13]([CH3:15])[CH3:14])/[C:7](=[O:11])[NH:8]2)=[CH:4][CH:3]=1.[Cl:16][C:17]1[CH:18]=[C:19]([CH:23]=[N:24][C:25]([O:27][Si](C)(C)C)=[CH2:26])[CH:20]=[CH:21][CH:22]=1. The catalyst is C1(C)C=CC=CC=1. The product is [Cl:1][C:2]1[CH:10]=[C:9]2[NH:8][C:7](=[O:11])[C:6]3([CH:12]([CH:13]([CH3:14])[CH3:15])[CH2:27][C:25](=[O:26])[NH:24][CH:23]3[C:19]3[CH:20]=[CH:21][CH:22]=[C:17]([Cl:16])[CH:18]=3)[C:5]2=[CH:4][CH:3]=1. The yield is 0.560. (2) The reactants are [F:1][C:2]([F:18])([F:17])[C:3]1[O:7][N:6]=[C:5]([C:8]2[CH:16]=[CH:15][C:11]([C:12]([OH:14])=O)=[CH:10][CH:9]=2)[CH:4]=1.C(Cl)(=O)C(Cl)=O.C(N(CC)CC)C.[NH:32]1[CH2:37][CH2:36][CH2:35][CH2:34][CH2:33]1. The catalyst is C1(C)C=CC=CC=1.C1COCC1.CN(C=O)C. The product is [N:32]1([C:12]([C:11]2[CH:10]=[CH:9][C:8]([C:5]3[CH:4]=[C:3]([C:2]([F:1])([F:18])[F:17])[O:7][N:6]=3)=[CH:16][CH:15]=2)=[O:14])[CH2:37][CH2:36][CH2:35][CH2:34][CH2:33]1. The yield is 0.910. (3) The reactants are C([O:4][CH2:5][CH2:6][N:7]([C:12]1[CH:17]=[CH:16][C:15]([C:18]2[N:19]([CH2:31][CH3:32])[C:20]3[C:25]([C:26]=2[C:27]#[N:28])=[CH:24][CH:23]=[C:22]([O:29][CH3:30])[CH:21]=3)=[CH:14][CH:13]=1)[S:8]([CH3:11])(=[O:10])=[O:9])(=O)C.O.[OH-].[Li+].C(OCC)(=O)C. The catalyst is C1COCC1. The product is [C:27]([C:26]1[C:25]2[C:20](=[CH:21][C:22]([O:29][CH3:30])=[CH:23][CH:24]=2)[N:19]([CH2:31][CH3:32])[C:18]=1[C:15]1[CH:14]=[CH:13][C:12]([N:7]([CH2:6][CH2:5][OH:4])[S:8]([CH3:11])(=[O:10])=[O:9])=[CH:17][CH:16]=1)#[N:28]. The yield is 0.920. (4) The reactants are C([O:8][C:9](=[O:30])[CH2:10][C:11]1[CH:12]=[CH:13][C:14]2[O:18][C:17]([C:19]3[C:20]([C:25]([O:27][CH3:28])=[O:26])=[N:21][CH:22]=[CH:23][CH:24]=3)=[CH:16][C:15]=2[CH:29]=1)C1C=CC=CC=1. The catalyst is CCO.[Pd]. The product is [CH3:28][O:27][C:25]([C:20]1[C:19]([C:17]2[O:18][C:14]3[CH:13]=[CH:12][C:11]([CH2:10][C:9]([OH:30])=[O:8])=[CH:29][C:15]=3[CH:16]=2)=[CH:24][CH:23]=[CH:22][N:21]=1)=[O:26]. The yield is 0.820. (5) The reactants are [F:1][C:2]([F:17])([F:16])[C:3]1[CH:4]=[C:5]([CH:9]=[C:10]([C:12]([F:15])([F:14])[F:13])[CH:11]=1)[C:6](Cl)=[O:7].C(N(CC)CC)C.[CH:25]([O:28][C:29]([N:31]1[CH2:37][CH2:36][CH2:35][CH:34]([NH:38][C:39]2[CH:40]=[N:41][CH:42]=[CH:43][CH:44]=2)[C:33]2[CH:45]=[C:46]([CH3:53])[C:47]([C:49]([F:52])([F:51])[F:50])=[CH:48][C:32]1=2)=[O:30])([CH3:27])[CH3:26]. The catalyst is C(Cl)(Cl)Cl.C(Cl)Cl. The product is [CH:25]([O:28][C:29]([N:31]1[CH2:37][CH2:36][CH2:35][CH:34]([N:38]([C:6](=[O:7])[C:5]2[CH:4]=[C:3]([C:2]([F:17])([F:16])[F:1])[CH:11]=[C:10]([C:12]([F:15])([F:14])[F:13])[CH:9]=2)[C:39]2[CH:40]=[N:41][CH:42]=[CH:43][CH:44]=2)[C:33]2[CH:45]=[C:46]([CH3:53])[C:47]([C:49]([F:51])([F:52])[F:50])=[CH:48][C:32]1=2)=[O:30])([CH3:27])[CH3:26]. The yield is 0.510. (6) The reactants are [C:1]([C:9]1[CH:14]=[CH:13][CH:12]=[CH:11][C:10]=1[NH:15][C@@H:16]([CH2:21][C:22]1[CH:27]=[CH:26][C:25]([OH:28])=[CH:24][CH:23]=1)[C:17]([O:19][CH3:20])=[O:18])(=[O:8])[C:2]1[CH:7]=[CH:6][CH:5]=[CH:4][CH:3]=1.C(N(CC)CC)C.[S:36](O[S:36]([C:39]([F:42])([F:41])[F:40])(=[O:38])=[O:37])([C:39]([F:42])([F:41])[F:40])(=[O:38])=[O:37].[Cl-].[NH4+]. The catalyst is CN(C)C1C=CN=CC=1.ClCCl. The product is [C:1]([C:9]1[CH:14]=[CH:13][CH:12]=[CH:11][C:10]=1[NH:15][C@@H:16]([CH2:21][C:22]1[CH:27]=[CH:26][C:25]([O:28][S:36]([C:39]([F:42])([F:41])[F:40])(=[O:38])=[O:37])=[CH:24][CH:23]=1)[C:17]([O:19][CH3:20])=[O:18])(=[O:8])[C:2]1[CH:3]=[CH:4][CH:5]=[CH:6][CH:7]=1. The yield is 1.00. (7) The reactants are [NH2:1][C:2]1[C:3]2[C:10]([C:11]3[CH:16]=[CH:15][C:14]([O:17][C:18]4[CH:23]=[CH:22][CH:21]=[CH:20][CH:19]=4)=[CH:13][CH:12]=3)=[CH:9][N:8]([C@@H:24]3[CH2:29][CH2:28][CH2:27][N:26](C(OC(C)(C)C)=O)[CH2:25]3)[C:4]=2[N:5]=[CH:6][N:7]=1.C(O)(C(F)(F)F)=O. The catalyst is C(Cl)Cl. The product is [O:17]([C:14]1[CH:13]=[CH:12][C:11]([C:10]2[C:3]3[C:2]([NH2:1])=[N:7][CH:6]=[N:5][C:4]=3[N:8]([C@@H:24]3[CH2:29][CH2:28][CH2:27][NH:26][CH2:25]3)[CH:9]=2)=[CH:16][CH:15]=1)[C:18]1[CH:23]=[CH:22][CH:21]=[CH:20][CH:19]=1. The yield is 0.830. (8) The reactants are Cl.[N+:2]([C:5]1[CH:6]=[C:7]([NH:11][C:12]2([C:18]([O:20][CH3:21])=[O:19])[CH2:17][CH2:16][NH:15][CH2:14][CH2:13]2)[CH:8]=[CH:9][CH:10]=1)([O-:4])=[O:3].[C:22]1([C:28](=[CH2:39])[C:29]([O:31][CH2:32][C:33]2[CH:38]=[CH:37][CH:36]=[CH:35][CH:34]=2)=[O:30])[CH:27]=[CH:26][CH:25]=[CH:24][CH:23]=1.C(N(CC)CC)C. The catalyst is C(#N)C.CO.O. The product is [CH3:21][O:20][C:18]([C:12]1([NH:11][C:7]2[CH:8]=[CH:9][CH:10]=[C:5]([N+:2]([O-:4])=[O:3])[CH:6]=2)[CH2:13][CH2:14][N:15]([CH2:39][CH:28]([C:22]2[CH:27]=[CH:26][CH:25]=[CH:24][CH:23]=2)[C:29]([O:31][CH2:32][C:33]2[CH:34]=[CH:35][CH:36]=[CH:37][CH:38]=2)=[O:30])[CH2:16][CH2:17]1)=[O:19]. The yield is 0.900.